This data is from Forward reaction prediction with 1.9M reactions from USPTO patents (1976-2016). The task is: Predict the product of the given reaction. (1) The product is: [CH2:6]([C:8]1[CH:13]=[C:12]([CH3:14])[CH:11]=[C:10]([CH2:15][CH3:16])[C:9]=1[CH2:17][C:18]([O:20][CH3:21])=[O:19])[CH3:7]. Given the reactants S(=O)(=O)(O)O.[CH2:6]([C:8]1[CH:13]=[C:12]([CH3:14])[CH:11]=[C:10]([CH2:15][CH3:16])[C:9]=1[CH2:17][C:18]([OH:20])=[O:19])[CH3:7].[CH3:21]O, predict the reaction product. (2) Given the reactants Br[C:2]1[C:3]([C:9]#[N:10])=[N:4][C:5]([CH3:8])=[CH:6][CH:7]=1.Cl[C:12]1[N:17]=[CH:16][CH:15]=[CH:14][N:13]=1, predict the reaction product. The product is: [CH3:8][C:5]1[N:4]=[C:3]([C:9]#[N:10])[C:2]([C:12]2[N:17]=[CH:16][CH:15]=[CH:14][N:13]=2)=[CH:7][CH:6]=1.